Task: Predict the reaction yield, written as a fraction of the theoretical maximum amount of product (1.0 means a 100% yield; for example, 0.34 means a 34% yield).. Dataset: Reaction yield outcomes from USPTO patents with 853,638 reactions (1) The reactants are [F:1][C:2]1[CH:7]=[CH:6][C:5]([N+:8]([O-:10])=[O:9])=[CH:4][CH:3]=1.[Cl:11][S:12](O)(=[O:14])=[O:13]. No catalyst specified. The product is [F:1][C:2]1[CH:7]=[CH:6][C:5]([N+:8]([O-:10])=[O:9])=[CH:4][C:3]=1[S:12]([Cl:11])(=[O:14])=[O:13]. The yield is 0.630. (2) The reactants are [C:1]([O:5][C:6](=[O:31])[NH:7][CH2:8][CH2:9][O:10][NH:11][C:12]([C@@H:14]1[CH2:20][CH2:19][C@@H:18]2[CH2:21][N:15]1[C:16](=[O:30])[N:17]2[O:22]CC1C=CC=CC=1)=[O:13])([CH3:4])([CH3:3])[CH3:2]. The catalyst is CO.[C].[Pd]. The product is [C:1]([O:5][C:6](=[O:31])[NH:7][CH2:8][CH2:9][O:10][NH:11][C:12]([C@@H:14]1[CH2:20][CH2:19][C@@H:18]2[CH2:21][N:15]1[C:16](=[O:30])[N:17]2[OH:22])=[O:13])([CH3:4])([CH3:2])[CH3:3]. The yield is 0.830. (3) The reactants are [C:1]([NH:11][C@H:12]([C:16]([O:18][C:19]1[CH:24]=[CH:23][C:22]([CH2:25][C:26]([O:28][CH2:29]Cl)=[O:27])=[CH:21][CH:20]=1)=[O:17])[CH:13]([CH3:15])[CH3:14])([O:3][CH2:4][C:5]1[CH:10]=[CH:9][CH:8]=[CH:7][CH:6]=1)=[O:2].[I-:31].[Na+]. The catalyst is C(#N)C. The product is [C:1]([NH:11][C@H:12]([C:16]([O:18][C:19]1[CH:24]=[CH:23][C:22]([CH2:25][C:26]([O:28][CH2:29][I:31])=[O:27])=[CH:21][CH:20]=1)=[O:17])[CH:13]([CH3:15])[CH3:14])([O:3][CH2:4][C:5]1[CH:10]=[CH:9][CH:8]=[CH:7][CH:6]=1)=[O:2]. The yield is 0.800. (4) The reactants are Br[C:2]1[CH:7]=[CH:6][CH:5]=[CH:4][C:3]=1[C:8]1[CH:13]=[CH:12][CH:11]=[CH:10][CH:9]=1.C([Li])CCC.[S:19](Cl)([Cl:22])(=[O:21])=[O:20]. The catalyst is CCOCC.C(OCC)(=O)C. The product is [C:3]1([C:8]2[CH:13]=[CH:12][CH:11]=[CH:10][CH:9]=2)[C:2]([S:19]([Cl:22])(=[O:21])=[O:20])=[CH:7][CH:6]=[CH:5][CH:4]=1. The yield is 0.510. (5) The reactants are [CH3:1][N:2]1[CH:6]=[C:5]([C:7]2[CH:8]=[C:9]3[N:14]([CH:15]=2)[N:13]=[CH:12][N:11]=[C:10]3[N:16]2[CH2:21][CH2:20][N:19]([C:22]3[N:27]=[CH:26][C:25]([C@H:28]([C:30]4[CH:35]=[CH:34][CH:33]=[CH:32][CH:31]=4)N)=[CH:24][N:23]=3)[CH2:18][CH2:17]2)[CH:4]=[N:3]1.C=O.[C:38]([BH3-])#[N:39].[Na+].[C:42](O)(=O)C.C([O-])(O)=O.[Na+]. The catalyst is CC#N. The product is [CH3:42][N:39]([CH3:38])[C@H:28]([C:25]1[CH:24]=[N:23][C:22]([N:19]2[CH2:20][CH2:21][N:16]([C:10]3[C:9]4=[CH:8][C:7]([C:5]5[CH:4]=[N:3][N:2]([CH3:1])[CH:6]=5)=[CH:15][N:14]4[N:13]=[CH:12][N:11]=3)[CH2:17][CH2:18]2)=[N:27][CH:26]=1)[C:30]1[CH:35]=[CH:34][CH:33]=[CH:32][CH:31]=1. The yield is 0.196. (6) The reactants are CS[C:3]1[NH:4][CH:5]=[C:6]([CH2:10][C:11]2[CH:12]=[N:13][CH:14]=[N:15][CH:16]=2)[C:7](=[O:9])[N:8]=1.[Cl:17][C:18]1[CH:33]=[CH:32][C:21]([O:22][C:23]2[CH:28]=[CH:27][C:26]([CH2:29][CH2:30][NH2:31])=[CH:25][CH:24]=2)=[CH:20][CH:19]=1. The catalyst is C(O)C. The product is [Cl:17][C:18]1[CH:33]=[CH:32][C:21]([O:22][C:23]2[CH:28]=[CH:27][C:26]([CH2:29][CH2:30][NH:31][C:3]3[NH:4][CH:5]=[C:6]([CH2:10][C:11]4[CH:12]=[N:13][CH:14]=[N:15][CH:16]=4)[C:7](=[O:9])[N:8]=3)=[CH:25][CH:24]=2)=[CH:20][CH:19]=1. The yield is 0.602.